This data is from Experimentally validated miRNA-target interactions with 360,000+ pairs, plus equal number of negative samples. The task is: Binary Classification. Given a miRNA mature sequence and a target amino acid sequence, predict their likelihood of interaction. (1) The miRNA is hsa-miR-550a-3p with sequence UGUCUUACUCCCUCAGGCACAU. The protein sequence of the target gene is MSSGNAKIGYPAPNFKATAVMPDGQFKDISLSEYKGKYVVFFFYPLDFTFVCPTEIIAFSDRADEFKKLNCQVIGASVDSHFCHLAWINTPKKQGGLGPMNIPLISDPKRTIAQDYGVLKADEGISFRGLFIIDDKGILRQITINDLPVGRSVDEIIRLVQAFQFTDKHGEVCPAGWKPGSDTIKPDVNKSKEYFSKQK. Result: 0 (no interaction). (2) The miRNA is hsa-miR-548aq-5p with sequence GAAAGUAAUUGCUGUUUUUGCC. The protein sequence of the target gene is MAGVFPYRGPGNPVPGPLAPLPDYMSEEKLQEKARKWQQLQAKRYAEKRKFGFVDAQKEDMPPEHVRKIIRDHGDMTNRKFRHDKRVYLGALKYMPHAVLKLLENMPMPWEQIRDVPVLYHITGAISFVNEIPWVIEPVYISQWGSMWIMMRREKRDRRHFKRMRFPPFDDEEPPLDYADNILDVEPLEAIQLELDPEEDAPVLDWFYDHQPLRDSRKYVNGSTYQRWQFTLPMMSTLYRLANQLLTDLVDDNYFYLFDLKAFFTSKALNMAIPGGPKFEPLVRDINLQDEDWNEFNDIN.... Result: 0 (no interaction). (3) The miRNA is hsa-miR-484 with sequence UCAGGCUCAGUCCCCUCCCGAU. The protein sequence of the target gene is MEAVVFVFSLLDCCALIFLSVYFIITLSDLECDYINARSCCSKLNKWVIPELIGHTIVTVLLLMSLHWFIFLLNLPVATWNIYRYIMVPSGNMGVFDPTEIHNRGQLKSHMKEAMIKLGFHLLCFFMYLYSMILALIND. Result: 1 (interaction). (4) The miRNA is hsa-miR-502-3p with sequence AAUGCACCUGGGCAAGGAUUCA. The protein sequence of the target gene is MSHLFSPPLAALAASPLLYVYSPERPGLPLAFAPAAALAGPGRVEPPQKPPYSYIALIAMAIQDAPEQRVTLNGIYQFIMDRFPFYHDNRQGWQNSIRHNLSLNECFVKVPREKGRPGKGSYWTLDPRCLDMFENGNYRRRKRKPKPAAGSPEAKRTRVEPPESEVGCDVGSPDLATALPTRAPDRSQSPAVGTARPALLPWPGPEPRDPDADLTVQGAGAVASGQLQRPAHHLGSPLCPAPSGSPKGSKSKSFSIDSILAVRPTPASGAEAPGIPKPVPGALGSSLLAASSGLAPPFNA.... Result: 0 (no interaction). (5) The miRNA is mmu-miR-7036a-3p with sequence CCGUCCUCAUCCGCUCCUCCCAG. The protein sequence of the target gene is MFAKATRNFLREVDADGDLIAVSNLNDSDKLQLLSLVTKKKRFWCWQRPKYQFLSLTLGDVLIEDQFPSPVVVESDFVKYEGKFANHVSGTLETALGKVKLNLGGSSRVESQSSFGTLRKQEVDLQQLIRDSAERTINLRNPVLQQVLEGRNEVLCVLTQKITTMQKCVISEHMQVEEKCGGIVGIQTKTVQVSATEDGNVTKDSNVVLEIPAATTIAYGVIELYVKLDGQFEFCLLRGKQGGFENKKRIDSVYLDPLVFREFAFIDMPDAAHGISSQDGPLSVLKQATLLLERNFHPFA.... Result: 0 (no interaction). (6) The miRNA is hsa-miR-6842-3p with sequence UUGGCUGGUCUCUGCUCCGCAG. The protein sequence of the target gene is MQWRGAGLWWPRRRQQQQQQQPPPPAFGPPAAAMVPPSRGVSPGLGGRPTSALLFLCYLNFVPSLGRQTSLTTSVLPRTEQSTTYADFIYFTAFEGSVRNVSEVSVEYLCSQPCVVHLEAVVSSEFRSSIPVYKKRWRNEKHLHTSRTQTVHVKFPSIMVYRDDYLIRHPISVSTVILRAWITHWHSGGGLNVRGEENLLHAVAKNYTLLQTVPPFERPFKDHQVCLEWNMDYLWSLWANRIPQCPLESDAVALLSFPYASSGENTGIVKKLQNFQNRELEATRSQRVDYPMVTISLWLY.... Result: 0 (no interaction).